This data is from Full USPTO retrosynthesis dataset with 1.9M reactions from patents (1976-2016). The task is: Predict the reactants needed to synthesize the given product. (1) The reactants are: [Mg].Br[C:3]1[CH:8]=[C:7]([O:9][CH3:10])[C:6]([O:11][CH3:12])=[C:5]([O:13][CH3:14])[CH:4]=1.[Br:15][C:16]1[CH:17]=[C:18]([CH:21]=[CH:22][CH:23]=1)[CH:19]=[O:20].C1C=C[NH+]=CC=1.C1C=C[NH+]=CC=1.[O-][Cr](O[Cr]([O-])(=O)=O)(=O)=O. Given the product [Br:15][C:16]1[CH:17]=[C:18]([C:19]([C:3]2[CH:8]=[C:7]([O:9][CH3:10])[C:6]([O:11][CH3:12])=[C:5]([O:13][CH3:14])[CH:4]=2)=[O:20])[CH:21]=[CH:22][CH:23]=1, predict the reactants needed to synthesize it. (2) Given the product [F:1][C:2]1[CH:3]=[C:4]([CH:14]([NH:16][C:17]([C:19]2[N:20]=[C:21]([C:36]3[CH:35]=[C:34]([C:25]4[CH:30]=[CH:29][CH:28]=[CH:27][CH:26]=4)[CH:39]=[CH:38][CH:37]=3)[O:22][CH:23]=2)=[O:18])[CH3:15])[CH:5]=[C:6]([F:13])[C:7]=1[NH:8][S:9]([CH3:12])(=[O:11])=[O:10], predict the reactants needed to synthesize it. The reactants are: [F:1][C:2]1[CH:3]=[C:4]([CH:14]([NH:16][C:17]([C:19]2[N:20]=[C:21](Cl)[O:22][CH:23]=2)=[O:18])[CH3:15])[CH:5]=[C:6]([F:13])[C:7]=1[NH:8][S:9]([CH3:12])(=[O:11])=[O:10].[C:25]1([C:34]2[CH:39]=[CH:38][CH:37]=[CH:36][CH:35]=2)[CH:30]=[CH:29][CH:28]=[C:27](B(O)O)[CH:26]=1.C([O-])([O-])=O.[Cs+].[Cs+].COCCOC.